Task: Predict the reactants needed to synthesize the given product.. Dataset: Full USPTO retrosynthesis dataset with 1.9M reactions from patents (1976-2016) Given the product [F:1][C:2]1[CH:7]=[CH:6][C:5]([C:8]2[C:20]([C:21]3[CH:26]=[CH:25][N:24]=[C:23]([NH:27][CH2:28][CH2:29][CH2:30][OH:31])[N:22]=3)=[C:11]3[CH:12]=[CH:13][C:14]([C:16]([F:19])([F:17])[F:18])=[CH:15][N:10]3[N:9]=2)=[CH:4][CH:3]=1, predict the reactants needed to synthesize it. The reactants are: [F:1][C:2]1[CH:7]=[CH:6][C:5]([C:8]2[C:20]([C:21]3[CH:26]=[CH:25][N:24]=[C:23]([NH:27][CH2:28][CH2:29][CH2:30][O:31]CC4C=CC(OC)=CC=4)[N:22]=3)=[C:11]3[CH:12]=[CH:13][C:14]([C:16]([F:19])([F:18])[F:17])=[CH:15][N:10]3[N:9]=2)=[CH:4][CH:3]=1.C([O-])(O)=O.[Na+].